From a dataset of Reaction yield outcomes from USPTO patents with 853,638 reactions. Predict the reaction yield, written as a fraction of the theoretical maximum amount of product (1.0 means a 100% yield; for example, 0.34 means a 34% yield). (1) The reactants are [C:1]([C:3]1[CH:8]=[CH:7][C:6]([N:9]2[CH2:14][CH2:13][O:12][C:11]3[CH:15]=[C:16]([S:19](Cl)(=[O:21])=[O:20])[CH:17]=[CH:18][C:10]2=3)=[C:5]([O:23][CH3:24])[CH:4]=1)#[N:2].[F:25][C:26]1[C:31]([OH:32])=[C:30]([F:33])[C:29]([F:34])=[C:28]([F:35])[C:27]=1[F:36].C(N(CC)CC)C. The catalyst is C(Cl)Cl. The product is [C:1]([C:3]1[CH:8]=[CH:7][C:6]([N:9]2[CH2:14][CH2:13][O:12][C:11]3[CH:15]=[C:16]([S:19]([O:32][C:31]4[C:30]([F:33])=[C:29]([F:34])[C:28]([F:35])=[C:27]([F:36])[C:26]=4[F:25])(=[O:21])=[O:20])[CH:17]=[CH:18][C:10]2=3)=[C:5]([O:23][CH3:24])[CH:4]=1)#[N:2]. The yield is 0.584. (2) The catalyst is CN1CCCC1=O.[Cl-].[Na+].O. The reactants are [CH:1]([C:4]1[CH:12]=[CH:11][C:10]2[NH:9][C:8]3[CH2:13][CH2:14][N:15]([CH3:17])[CH2:16][C:7]=3[C:6]=2[CH:5]=1)([CH3:3])[CH3:2].[OH-].[K+].[F:20][C:21]([F:31])([F:30])[C:22]1[CH:27]=[CH:26][C:25]([CH:28]=[CH2:29])=[CH:24][N:23]=1. The yield is 0.450. The product is [CH:1]([C:4]1[CH:12]=[CH:11][C:10]2[N:9]([CH2:29][CH2:28][C:25]3[CH:24]=[N:23][C:22]([C:21]([F:31])([F:20])[F:30])=[CH:27][CH:26]=3)[C:8]3[CH2:13][CH2:14][N:15]([CH3:17])[CH2:16][C:7]=3[C:6]=2[CH:5]=1)([CH3:3])[CH3:2].